Dataset: Full USPTO retrosynthesis dataset with 1.9M reactions from patents (1976-2016). Task: Predict the reactants needed to synthesize the given product. (1) Given the product [CH3:14][O:13][C:11]([C:8]1[CH:9]=[C:10]2[C:5]([CH:4]=[CH:3][CH:2]=[N+:1]2[O-:17])=[CH:6][CH:7]=1)=[O:12], predict the reactants needed to synthesize it. The reactants are: [N:1]1[C:10]2[C:5](=[CH:6][CH:7]=[C:8]([C:11]([O:13][CH3:14])=[O:12])[CH:9]=2)[CH:4]=[CH:3][CH:2]=1.C(OO)(=[O:17])C. (2) Given the product [ClH:1].[Cl:1][CH2:2][CH2:3][CH2:4][S:5][C:6]1[CH:11]=[CH:10][C:9]([N+:12]([O-:14])=[O:13])=[CH:8][C:7]=1[NH:15][NH2:16], predict the reactants needed to synthesize it. The reactants are: [Cl:1][CH2:2][CH2:3][CH2:4][S:5][C:6]1[CH:11]=[CH:10][C:9]([N+:12]([O-:14])=[O:13])=[CH:8][C:7]=1[NH2:15].[N:16]([O-])=O.[Na+].Cl[Sn]Cl.Cl. (3) Given the product [NH2:42][CH:38]([P:28]([O:30][CH2:31][C:32]1[CH:33]=[CH:34][CH:35]=[CH:36][CH:37]=1)([O:27][C@@H:16]([CH2:15][CH2:14][CH2:13][CH2:12][NH:11][C:9]([O:8][CH2:1][C:2]1[CH:7]=[CH:6][CH:5]=[CH:4][CH:3]=1)=[O:10])[C:17]([O:19][CH2:20][C:21]1[CH:26]=[CH:25][CH:24]=[CH:23][CH:22]=1)=[O:18])=[O:29])[CH:39]([CH3:41])[CH3:40], predict the reactants needed to synthesize it. The reactants are: [CH2:1]([O:8][C:9]([NH:11][CH2:12][CH2:13][CH2:14][CH2:15][C@H:16]([O:27][P:28]([CH:38]([NH:42]CC1C=CC(OC)=CC=1)[CH:39]([CH3:41])[CH3:40])([O:30][CH2:31][C:32]1[CH:37]=[CH:36][CH:35]=[CH:34][CH:33]=1)=[O:29])[C:17]([O:19][CH2:20][C:21]1[CH:26]=[CH:25][CH:24]=[CH:23][CH:22]=1)=[O:18])=[O:10])[C:2]1[CH:7]=[CH:6][CH:5]=[CH:4][CH:3]=1.[N+]([O-])([O-])=O.[NH4+].[NH4+].[Ce+4].[N+]([O-])([O-])=O.[N+]([O-])([O-])=O.[N+]([O-])([O-])=O.[N+]([O-])([O-])=O.[N+]([O-])([O-])=O.S([O-])([O-])(=O)=S.[Na+].[Na+]. (4) Given the product [C:1]([C:4]1[CH:25]=[CH:24][C:7]2[NH:8][C:9](=[C:11]([C:14]3[N:19]=[C:18]([C:20]([F:23])([F:21])[F:22])[CH:17]=[CH:16][N:15]=3)[C:12]([NH2:13])=[O:26])[S:10][C:6]=2[CH:5]=1)([OH:3])=[O:2], predict the reactants needed to synthesize it. The reactants are: [C:1]([C:4]1[CH:25]=[CH:24][C:7]2[NH:8][C:9](=[C:11]([C:14]3[N:19]=[C:18]([C:20]([F:23])([F:22])[F:21])[CH:17]=[CH:16][N:15]=3)[C:12]#[N:13])[S:10][C:6]=2[CH:5]=1)([OH:3])=[O:2].[OH2:26]. (5) Given the product [C:12]([O:11][C:9](=[O:10])[CH2:8][C:5]1[S:6][CH:7]=[C:3]([CH2:1][NH:16][CH2:17][C:18]([O:20][C:21]([CH3:24])([CH3:23])[CH3:22])=[O:19])[CH:4]=1)([CH3:15])([CH3:14])[CH3:13], predict the reactants needed to synthesize it. The reactants are: [CH:1]([C:3]1[CH:4]=[C:5]([CH2:8][C:9]([O:11][C:12]([CH3:15])([CH3:14])[CH3:13])=[O:10])[S:6][CH:7]=1)=O.[NH2:16][CH2:17][C:18]([O:20][C:21]([CH3:24])([CH3:23])[CH3:22])=[O:19].C(O[BH-](OC(=O)C)OC(=O)C)(=O)C.[Na+].C(=O)([O-])O.[Na+].